This data is from Forward reaction prediction with 1.9M reactions from USPTO patents (1976-2016). The task is: Predict the product of the given reaction. (1) Given the reactants [F:1][C:2]1[CH:3]=[C:4]([CH:12]2[CH2:17][N:16]([C:18]([O:20]C3C=CC([N+]([O-])=O)=CC=3)=O)[CH2:15][CH:14]([C:30]([O:32][CH3:33])=[O:31])[CH2:13]2)[CH:5]=[CH:6][C:7]=1[C:8]([F:11])([F:10])[F:9].[NH:34]1[CH2:39][CH2:38][S:37][CH2:36][CH2:35]1.C(N(CC)C(C)C)(C)C.CN1CCCC1=O, predict the reaction product. The product is: [F:1][C:2]1[CH:3]=[C:4]([CH:12]2[CH2:17][N:16]([C:18]([N:34]3[CH2:39][CH2:38][S:37][CH2:36][CH2:35]3)=[O:20])[CH2:15][CH:14]([C:30]([O:32][CH3:33])=[O:31])[CH2:13]2)[CH:5]=[CH:6][C:7]=1[C:8]([F:11])([F:9])[F:10]. (2) Given the reactants [CH3:1][O:2][C:3]1[C:11]([O:12][C@@H:13]2[CH2:18][CH2:17][CH2:16][C@H:15]([NH2:19])[CH2:14]2)=[CH:10][CH:9]=[C:8]2[C:4]=1[CH:5]=[N:6][NH:7]2.[C:20](O)(=[O:23])[CH2:21][CH3:22].C(N(CC)CC)C.Cl.C(N=C=NCCCN(C)C)C.ON1C2C=CC=CC=2N=N1, predict the reaction product. The product is: [CH3:1][O:2][C:3]1[C:11]([O:12][C@@H:13]2[CH2:18][CH2:17][CH2:16][C@H:15]([NH:19][C:20](=[O:23])[CH2:21][CH3:22])[CH2:14]2)=[CH:10][CH:9]=[C:8]2[C:4]=1[CH:5]=[N:6][NH:7]2. (3) Given the reactants [CH3:1][N:2]([CH3:19])[C:3]1[CH:8]=[CH:7][C:6]([CH2:9][NH:10][C:11]2[CH:16]=[CH:15][C:14]([CH2:17][CH3:18])=[CH:13][CH:12]=2)=[CH:5][CH:4]=1.[CH:20]([C:23]1[CH:28]=[CH:27][CH:26]=[C:25]([CH:29]([CH3:31])[CH3:30])[C:24]=1[N:32]=[C:33]=[O:34])([CH3:22])[CH3:21], predict the reaction product. The product is: [CH:20]([C:23]1[CH:28]=[CH:27][CH:26]=[C:25]([CH:29]([CH3:30])[CH3:31])[C:24]=1[NH:32][C:33](=[O:34])[N:10]([CH2:9][C:6]1[CH:5]=[CH:4][C:3]([N:2]([CH3:19])[CH3:1])=[CH:8][CH:7]=1)[C:11]1[CH:16]=[CH:15][C:14]([CH2:17][CH3:18])=[CH:13][CH:12]=1)([CH3:21])[CH3:22]. (4) Given the reactants O.O.[Sn](Cl)Cl.[N+:6]([C:9]1[CH:10]=[C:11]([C:15]2[CH:16]=[N:17][CH:18]=[CH:19][CH:20]=2)[CH:12]=[CH:13][CH:14]=1)([O-])=O.[OH-].[K+], predict the reaction product. The product is: [N:17]1[CH:18]=[CH:19][CH:20]=[C:15]([C:11]2[CH:10]=[C:9]([NH2:6])[CH:14]=[CH:13][CH:12]=2)[CH:16]=1. (5) Given the reactants [C:1]([O:9][CH2:10][CH3:11])(=[O:8])[CH2:2][C:3]([O:5][CH2:6][CH3:7])=[O:4].[C:12]([O:16][C:17]([CH3:20])([CH3:19])[CH3:18])(=[O:15])[CH:13]=[CH2:14].[OH-:21].[K+], predict the reaction product. The product is: [CH2:10]([O:9][C:1]([C:2]([C:3]([O:5][CH2:6][CH3:7])=[O:4])([CH2:14][CH2:13][C:12]([O:16][C:17]([CH3:20])([CH3:19])[CH3:18])=[O:21])[CH2:14][CH2:13][C:12]([O:16][C:17]([CH3:20])([CH3:19])[CH3:18])=[O:15])=[O:8])[CH3:11]. (6) Given the reactants [Br:1][C:2]1[CH:7]=[CH:6][C:5]([C:8]2([N:16]3[C:24](=[O:25])[C:23]4[C:18](=[CH:19][CH:20]=[CH:21][CH:22]=4)[C:17]3=[O:26])[CH2:11][C:10]3(OCC[O:12]3)[CH2:9]2)=[CH:4][CH:3]=1.O.C1(C)C=CC(S(O)(=O)=O)=CC=1, predict the reaction product. The product is: [Br:1][C:2]1[CH:3]=[CH:4][C:5]([C:8]2([N:16]3[C:24](=[O:25])[C:23]4[C:18](=[CH:19][CH:20]=[CH:21][CH:22]=4)[C:17]3=[O:26])[CH2:9][C:10](=[O:12])[CH2:11]2)=[CH:6][CH:7]=1. (7) The product is: [S:34]1[CH:38]=[CH:37][C:36]([C:2]2[CH:3]=[C:4]([C:17]3[N:21]([CH2:22][O:23][CH2:24][CH2:25][Si:26]([CH3:29])([CH3:27])[CH3:28])[C:20]4[CH:30]=[CH:31][CH:32]=[CH:33][C:19]=4[N:18]=3)[C:5](=[O:16])[N:6]([CH2:8][O:9][CH2:10][CH2:11][Si:12]([CH3:13])([CH3:14])[CH3:15])[N:7]=2)=[CH:35]1. Given the reactants Cl[C:2]1[CH:3]=[C:4]([C:17]2[N:21]([CH2:22][O:23][CH2:24][CH2:25][Si:26]([CH3:29])([CH3:28])[CH3:27])[C:20]3[CH:30]=[CH:31][CH:32]=[CH:33][C:19]=3[N:18]=2)[C:5](=[O:16])[N:6]([CH2:8][O:9][CH2:10][CH2:11][Si:12]([CH3:15])([CH3:14])[CH3:13])[N:7]=1.[S:34]1[CH:38]=[CH:37][C:36](B(O)O)=[CH:35]1.C(=O)([O-])[O-].[K+].[K+].O, predict the reaction product.